From a dataset of Reaction yield outcomes from USPTO patents with 853,638 reactions. Predict the reaction yield, written as a fraction of the theoretical maximum amount of product (1.0 means a 100% yield; for example, 0.34 means a 34% yield). (1) The reactants are [F:1][C:2]1([F:11])[CH2:5][CH:4]([C:6]([N:8]([CH3:10])[CH3:9])=O)[CH2:3]1.[H-].[Al+3].[Li+].[H-].[H-].[H-]. The catalyst is C1COCC1. The product is [F:1][C:2]1([F:11])[CH2:5][CH:4]([CH2:6][N:8]([CH3:10])[CH3:9])[CH2:3]1. The yield is 0.547. (2) The reactants are CS(Cl)(=O)=O.[CH2:6]([O:13][C@@H:14]1[C@H:19](O)[C@H:18]([CH2:21][CH3:22])[CH2:17][O:16][CH2:15]1)[C:7]1[CH:12]=[CH:11][CH:10]=[CH:9][CH:8]=1.ClCCl.[N-:26]=[N+:27]=[N-:28].[Na+]. The catalyst is N1C=CC=CC=1.C(OCC)(=O)C. The product is [N:26]([C@H:19]1[C@H:18]([CH2:21][CH3:22])[CH2:17][O:16][CH2:15][C@@H:14]1[O:13][CH2:6][C:7]1[CH:12]=[CH:11][CH:10]=[CH:9][CH:8]=1)=[N+:27]=[N-:28]. The yield is 0.810.